From a dataset of CYP2D6 substrate classification data from Carbon-Mangels et al.. Regression/Classification. Given a drug SMILES string, predict its absorption, distribution, metabolism, or excretion properties. Task type varies by dataset: regression for continuous measurements (e.g., permeability, clearance, half-life) or binary classification for categorical outcomes (e.g., BBB penetration, CYP inhibition). Dataset: cyp2d6_substrate_carbonmangels. (1) The molecule is CCC(C)(C)C(=O)O[C@H]1C[C@@H](C)C=C2C=C[C@H](C)[C@H](CC[C@@H]3C[C@@H](O)CC(=O)O3)[C@H]21. The result is 0 (non-substrate). (2) The molecule is Nc1nc2cc(Cl)ccc2o1. The result is 0 (non-substrate).